This data is from TCR-epitope binding with 47,182 pairs between 192 epitopes and 23,139 TCRs. The task is: Binary Classification. Given a T-cell receptor sequence (or CDR3 region) and an epitope sequence, predict whether binding occurs between them. (1) The epitope is TPINLVRDL. The TCR CDR3 sequence is CASSLDLGQGPDTQYF. Result: 1 (the TCR binds to the epitope). (2) The epitope is RISNCVADY. The TCR CDR3 sequence is CAISESIGTEAFF. Result: 0 (the TCR does not bind to the epitope). (3) The epitope is PKYVKQNTLKLAT. Result: 1 (the TCR binds to the epitope). The TCR CDR3 sequence is CASREDRGVSKAEQYF.